Dataset: Catalyst prediction with 721,799 reactions and 888 catalyst types from USPTO. Task: Predict which catalyst facilitates the given reaction. (1) Reactant: [Cl:1][C:2]1[CH:3]=[C:4]([CH:9]2[CH2:17][C:16]3[C:11](=[CH:12][CH:13]=[C:14]([O:18][CH3:19])[CH:15]=3)[C:10]2=[O:20])[CH:5]=[C:6]([Cl:8])[CH:7]=1.C1CCN2C(=NCCC2)CC1.[C:32](I)([F:35])([F:34])[F:33].S(S([O-])=O)([O-])=O.[Na+].[Na+]. Product: [Cl:1][C:2]1[CH:3]=[C:4]([C:9]2([C:32]([F:35])([F:34])[F:33])[CH2:17][C:16]3[C:11](=[CH:12][CH:13]=[C:14]([O:18][CH3:19])[CH:15]=3)[C:10]2=[O:20])[CH:5]=[C:6]([Cl:8])[CH:7]=1. The catalyst class is: 144. (2) Reactant: COC(=O)[CH2:4][NH:5][CH2:6][C@@H:7]([NH:11][C:12]([O:14]CC1C=CC=CC=1)=O)[CH2:8][O:9][CH3:10].C. Product: [CH3:10][O:9][CH2:8][C@@H:7]1[NH:11][C:12](=[O:14])[CH2:4][NH:5][CH2:6]1. The catalyst class is: 5. (3) Reactant: [CH2:1]([C:7]1[CH:12]=[CH:11][C:10]([C:13]2[C:14]([C:33]#[N:34])=[N:15][N:16]([C:22]([CH3:32])([CH3:31])[CH2:23][C:24]3[CH:29]=[CH:28][C:27]([CH3:30])=[CH:26][CH:25]=3)[C:17]=2[O:18]COC)=[CH:9][CH:8]=1)[CH2:2][CH2:3][CH2:4][CH2:5][CH3:6].Cl.O1CCOCC1. Product: [CH2:1]([C:7]1[CH:8]=[CH:9][C:10]([C:13]2[C:14]([C:33]#[N:34])=[N:15][N:16]([C:22]([CH3:32])([CH3:31])[CH2:23][C:24]3[CH:25]=[CH:26][C:27]([CH3:30])=[CH:28][CH:29]=3)[C:17]=2[OH:18])=[CH:11][CH:12]=1)[CH2:2][CH2:3][CH2:4][CH2:5][CH3:6]. The catalyst class is: 83. (4) Reactant: Cl[C:2]1[C:3]2[CH:11]=[CH:10][N:9]([S:12]([C:15]3[CH:20]=[CH:19][C:18]([CH3:21])=[CH:17][CH:16]=3)(=[O:14])=[O:13])[C:4]=2[N:5]=[C:6]([I:8])[N:7]=1.[CH:22]([NH2:25])([CH3:24])[CH3:23].CCN(C(C)C)C(C)C. Product: [I:8][C:6]1[N:7]=[C:2]([NH:25][CH:22]([CH3:24])[CH3:23])[C:3]2[CH:11]=[CH:10][N:9]([S:12]([C:15]3[CH:20]=[CH:19][C:18]([CH3:21])=[CH:17][CH:16]=3)(=[O:14])=[O:13])[C:4]=2[N:5]=1. The catalyst class is: 8. (5) Reactant: [NH2:1][C:2]1[C:3]2[C:10]([C:11]3[CH:16]=[CH:15][C:14]([NH:17][C:18](=[O:26])[O:19]C4C=CC=CC=4)=[C:13]([O:27][CH3:28])[CH:12]=3)=[CH:9][N:8]([CH:29]3[CH2:34][CH2:33][O:32][CH2:31][CH2:30]3)[C:4]=2[N:5]=[CH:6][N:7]=1.O[CH2:36][C:37]1[CH:42]=[CH:41][C:40]([NH:43]C(=O)OC(C)(C)C)=[CH:39][CH:38]=1. Product: [NH2:1][C:2]1[C:3]2[C:10]([C:11]3[CH:16]=[CH:15][C:14]([NH:17][C:18](=[O:26])[O:19][CH2:36][C:37]4[CH:42]=[CH:41][C:40]([NH2:43])=[CH:39][CH:38]=4)=[C:13]([O:27][CH3:28])[CH:12]=3)=[CH:9][N:8]([CH:29]3[CH2:34][CH2:33][O:32][CH2:31][CH2:30]3)[C:4]=2[N:5]=[CH:6][N:7]=1. The catalyst class is: 17.